From a dataset of hERG Central: cardiac toxicity at 1µM, 10µM, and general inhibition. Predict hERG channel inhibition at various concentrations. (1) The molecule is CCc1ccc(NC(=S)NC2CC3CCCC(C2)N3Cc2ccccc2)cc1. Results: hERG_inhib (hERG inhibition (general)): blocker. (2) The molecule is Fc1ccc(C(c2nnnn2Cc2cccs2)N2CCN(C3CCCCC3)CC2)cc1. Results: hERG_inhib (hERG inhibition (general)): blocker.